From a dataset of Forward reaction prediction with 1.9M reactions from USPTO patents (1976-2016). Predict the product of the given reaction. Given the reactants [C:1]([N:9]1[C:17]2[C:12](=[CH:13][C:14]([NH:18][C:19]3[N:30]=[CH:29][C:28]([CH:31]4[CH2:33][CH2:32]4)=[CH:27][C:20]=3[C:21]([O:23]CC=C)=[O:22])=[CH:15][CH:16]=2)[CH:11]=[CH:10]1)(=[O:8])[C:2]1[CH:7]=[CH:6][CH:5]=[CH:4][CH:3]=1.N1CCCC1.C(#N)C.Cl, predict the reaction product. The product is: [C:1]([N:9]1[C:17]2[C:12](=[CH:13][C:14]([NH:18][C:19]3[N:30]=[CH:29][C:28]([CH:31]4[CH2:33][CH2:32]4)=[CH:27][C:20]=3[C:21]([OH:23])=[O:22])=[CH:15][CH:16]=2)[CH:11]=[CH:10]1)(=[O:8])[C:2]1[CH:3]=[CH:4][CH:5]=[CH:6][CH:7]=1.